From a dataset of Catalyst prediction with 721,799 reactions and 888 catalyst types from USPTO. Predict which catalyst facilitates the given reaction. (1) Reactant: [Br:1][C:2]1[CH:3]=[C:4]2[C:9](=[CH:10][CH:11]=1)[CH:8]=[N:7][C:6]([C:12]([OH:14])=O)=[C:5]2[OH:15].[Cl:16][C:17]1[CH:24]=[CH:23][C:20]([CH2:21][NH2:22])=[CH:19][CH:18]=1.Cl.CN(C)CCCN=C=NCC.O.ON1C2C=CC=CC=2N=N1. Product: [Br:1][C:2]1[CH:3]=[C:4]2[C:9](=[CH:10][CH:11]=1)[CH:8]=[N:7][C:6]([C:12]([NH:22][CH2:21][C:20]1[CH:23]=[CH:24][C:17]([Cl:16])=[CH:18][CH:19]=1)=[O:14])=[C:5]2[OH:15]. The catalyst class is: 3. (2) Reactant: [Br:1][C:2]1[CH:16]=[CH:15][C:5]([CH2:6][CH:7]([C:12](=O)[CH3:13])[C:8](OC)=[O:9])=[C:4]([O:17][CH3:18])[CH:3]=1.C(=O)(O)O.[NH2:23][C:24]([NH2:26])=[NH:25]. Product: [NH2:26][C:24]1[N:25]=[C:8]([OH:9])[C:7]([CH2:6][C:5]2[CH:15]=[CH:16][C:2]([Br:1])=[CH:3][C:4]=2[O:17][CH3:18])=[C:12]([CH3:13])[N:23]=1. The catalyst class is: 5. (3) Reactant: [OH:1][CH2:2][C:3]1[O:7][CH:6]=[N:5][C:4]=1[C:8]1[CH:15]=[CH:14][C:11]([C:12]#[N:13])=[CH:10][CH:9]=1. Product: [CH:2]([C:3]1[O:7][CH:6]=[N:5][C:4]=1[C:8]1[CH:15]=[CH:14][C:11]([C:12]#[N:13])=[CH:10][CH:9]=1)=[O:1]. The catalyst class is: 704. (4) Reactant: N[C:2]1[N:7]=[C:6]2[N:8]([CH2:20][CH3:21])[C:9]([C:11]([N:13]([CH:17]3[CH2:19][CH2:18]3)[CH:14]3[CH2:16][CH2:15]3)=[O:12])=[CH:10][C:5]2=[C:4]2[N:22]([CH3:25])[CH:23]=[N:24][C:3]=12.[Br:26]CBr.[N+]([O-])(OCCC(C)C)=O. Product: [Br:26][C:2]1[N:7]=[C:6]2[N:8]([CH2:20][CH3:21])[C:9]([C:11]([N:13]([CH:17]3[CH2:19][CH2:18]3)[CH:14]3[CH2:16][CH2:15]3)=[O:12])=[CH:10][C:5]2=[C:4]2[N:22]([CH3:25])[CH:23]=[N:24][C:3]=12. The catalyst class is: 13. (5) Reactant: [CH:1]1([C:6]2([CH2:14][CH2:15][C:16]3[CH:21]=[CH:20][C:19]([C:22]4([C:25]#[N:26])[CH2:24][CH2:23]4)=[C:18]([F:27])[CH:17]=3)[CH2:11][C:10](=[O:12])[CH2:9][C:8](=[O:13])[O:7]2)[CH2:5][CH2:4][CH2:3][CH2:2]1.[Cl:28][C:29]1[CH:30]=[N:31][C:32]2[N:33]([N:35]=[C:36]([CH:38]=O)[N:37]=2)[CH:34]=1. Product: [Cl:28][C:29]1[CH:30]=[N:31][C:32]2[N:33]([N:35]=[C:36]([CH2:38][C:9]3[C:8](=[O:13])[O:7][C:6]([CH2:14][CH2:15][C:16]4[CH:21]=[CH:20][C:19]([C:22]5([C:25]#[N:26])[CH2:23][CH2:24]5)=[C:18]([F:27])[CH:17]=4)([CH:1]4[CH2:5][CH2:4][CH2:3][CH2:2]4)[CH2:11][C:10]=3[OH:12])[N:37]=2)[CH:34]=1. The catalyst class is: 5. (6) Reactant: [Br:1][C:2]1[C:3]([CH3:11])=[N+:4]([O-])[C:5]([Cl:9])=[CH:6][C:7]=1[CH3:8].FC(F)(F)C(OC(=O)C(F)(F)F)=[O:15].C([O-])([O-])=O.[K+].[K+]. Product: [Br:1][C:2]1[C:3]([CH2:11][OH:15])=[N:4][C:5]([Cl:9])=[CH:6][C:7]=1[CH3:8]. The catalyst class is: 2. (7) Reactant: [Cl:1][C:2]1[CH:7]=[CH:6][C:5]([OH:8])=[C:4]([C:9]2[N:13]([CH2:14][O:15][CH2:16][CH2:17][Si:18]([CH3:21])([CH3:20])[CH3:19])[N:12]=[CH:11][C:10]=2[N+:22]([O-:24])=[O:23])[CH:3]=1.C(N(CC)CC)C.[F:32][C:33]([F:46])([F:45])[S:34](O[S:34]([C:33]([F:46])([F:45])[F:32])(=[O:36])=[O:35])(=[O:36])=[O:35].O. Product: [F:32][C:33]([F:46])([F:45])[S:34]([O:8][C:5]1[CH:6]=[CH:7][C:2]([Cl:1])=[CH:3][C:4]=1[C:9]1[N:13]([CH2:14][O:15][CH2:16][CH2:17][Si:18]([CH3:19])([CH3:20])[CH3:21])[N:12]=[CH:11][C:10]=1[N+:22]([O-:24])=[O:23])(=[O:36])=[O:35]. The catalyst class is: 4.